This data is from Forward reaction prediction with 1.9M reactions from USPTO patents (1976-2016). The task is: Predict the product of the given reaction. (1) Given the reactants [Cl:1][C:2]1[C:3]2[C:10]3[CH2:11][CH2:12][N:13](C(OC(C)(C)C)=O)[CH2:14][C:9]=3[S:8][C:4]=2[N:5]=[CH:6][N:7]=1.[NH2:22][C:23]1[CH:24]=[C:25]([OH:30])[CH:26]=[CH:27][C:28]=1[Cl:29], predict the reaction product. The product is: [ClH:1].[Cl:29][C:28]1[CH:27]=[CH:26][C:25]([OH:30])=[CH:24][C:23]=1[NH:22][C:2]1[C:3]2[C:10]3[CH2:11][CH2:12][NH:13][CH2:14][C:9]=3[S:8][C:4]=2[N:5]=[CH:6][N:7]=1. (2) The product is: [Cl:24][C:21]1[CH:22]=[C:23]2[C:18](=[C:19]([O:33][CH3:34])[C:20]=1[C:25]1[CH:30]=[CH:29][C:28]([F:31])=[CH:27][C:26]=1[F:32])[N:17]=[CH:16][N:15]=[C:14]2[N:11]1[CH2:12][CH2:13][NH:8][CH2:9][CH2:10]1. Given the reactants C(OC([N:8]1[CH2:13][CH2:12][N:11]([C:14]2[C:23]3[C:18](=[C:19]([O:33][CH3:34])[C:20]([C:25]4[CH:30]=[CH:29][C:28]([F:31])=[CH:27][C:26]=4[F:32])=[C:21]([Cl:24])[CH:22]=3)[N:17]=[CH:16][N:15]=2)[CH2:10][CH2:9]1)=O)(C)(C)C.C(O)(C(F)(F)F)=O, predict the reaction product. (3) The product is: [C:24]([O:23][C:21]([N:17]1[CH2:18][CH2:19][C:20]2[C:10]([S:9][CH2:8][C:5]3[CH:4]=[CH:3][C:2]([CH2:33][CH2:32][CH:31]([CH3:35])[CH3:30])=[CH:7][N:6]=3)=[C:11]([Cl:28])[CH:12]=[CH:13][C:14]=2[CH2:15][CH2:16]1)=[O:22])([CH3:27])([CH3:26])[CH3:25]. Given the reactants Br[C:2]1[CH:3]=[CH:4][C:5]([CH2:8][S:9][C:10]2[C:20]3[CH2:19][CH2:18][N:17]([C:21]([O:23][C:24]([CH3:27])([CH3:26])[CH3:25])=[O:22])[CH2:16][CH2:15][C:14]=3[CH:13]=[CH:12][C:11]=2[Cl:28])=[N:6][CH:7]=1.[Br-].[CH3:30][CH:31]([CH3:35])[CH2:32][CH2:33][Zn+].C1COCC1, predict the reaction product. (4) Given the reactants [F:1][C:2]1[CH:7]=[CH:6][CH:5]=[C:4]([F:8])[C:3]=1[C:9]1[S:10][CH:11]=[C:12]([C:14]([OH:16])=O)[N:13]=1.[NH2:17][C:18]1[C:19]([N:27]2[CH2:32][CH2:31][CH2:30][C@H:29]([NH:33]C(=O)OC(C)(C)C)[CH2:28]2)=[C:20]2[CH2:26][CH2:25][O:24][C:21]2=[N:22][CH:23]=1.CN(C(ON1N=NC2C=CC=NC1=2)=[N+](C)C)C.F[P-](F)(F)(F)(F)F.CCN(C(C)C)C(C)C, predict the reaction product. The product is: [NH2:33][C@H:29]1[CH2:30][CH2:31][CH2:32][N:27]([C:19]2[C:18]([NH:17][C:14]([C:12]3[N:13]=[C:9]([C:3]4[C:4]([F:8])=[CH:5][CH:6]=[CH:7][C:2]=4[F:1])[S:10][CH:11]=3)=[O:16])=[CH:23][N:22]=[C:21]3[O:24][CH2:25][CH2:26][C:20]=23)[CH2:28]1. (5) Given the reactants [N+](C1C=C(S(Cl)(=O)=O)C=CC=1)([O-])=O.FC(F)(F)C(O)=O.S(=O)(=O)(O)O.BrN1C(=O)CCC1=O.[Br:34][C:35]1[CH:36]=[C:37]([S:44]([OH:47])(=[O:46])=[O:45])[CH:38]=[C:39]([N+:41]([O-:43])=[O:42])[CH:40]=1.[N+](C1C=C(S(O)(=O)=O)C=CC=1)([O-])=O.[OH-].[Na+:62], predict the reaction product. The product is: [Br:34][C:35]1[CH:36]=[C:37]([S:44]([O-:47])(=[O:45])=[O:46])[CH:38]=[C:39]([N+:41]([O-:43])=[O:42])[CH:40]=1.[Na+:62].